From a dataset of Full USPTO retrosynthesis dataset with 1.9M reactions from patents (1976-2016). Predict the reactants needed to synthesize the given product. (1) Given the product [Cl:29][C:26]1[CH:25]=[CH:24][C:23]([CH2:22][C@@H:2]([NH:1][C:52]([C@@H:50]2[CH2:51][CH2:49][CH2:47][N:46]2[CH3:45])=[O:39])[C:3]([N:5]2[CH2:10][CH2:9][CH:8]([C:11]3[CH:16]=[CH:15][CH:14]=[CH:13][C:12]=3[NH:17][S:18]([CH3:21])(=[O:19])=[O:20])[CH2:7][CH2:6]2)=[O:4])=[CH:28][CH:27]=1, predict the reactants needed to synthesize it. The reactants are: [NH2:1][C@H:2]([CH2:22][C:23]1[CH:28]=[CH:27][C:26]([Cl:29])=[CH:25][CH:24]=1)[C:3]([N:5]1[CH2:10][CH2:9][CH:8]([C:11]2[CH:16]=[CH:15][CH:14]=[CH:13][C:12]=2[NH:17][S:18]([CH3:21])(=[O:20])=[O:19])[CH2:7][CH2:6]1)=[O:4].C1C=NC2N([OH:39])N=NC=2C=1.C(Cl)CCl.C[CH2:45][N:46]([CH:50]([CH3:52])[CH3:51])[CH:47]([CH3:49])C. (2) The reactants are: [NH2:1][C:2]1[CH:9]=[CH:8][C:5]([C:6]#[N:7])=[CH:4][CH:3]=1.[N-:10]=[N+:11]=[N-:12].[Na+].[Cl-].[NH4+]. Given the product [NH:10]1[C:6]([C:5]2[CH:8]=[CH:9][C:2]([NH2:1])=[CH:3][CH:4]=2)=[N:7][N:12]=[N:11]1, predict the reactants needed to synthesize it. (3) The reactants are: [Br:1][C:2]1[C:3]([O:11][CH3:12])=[N:4][CH:5]=[C:6]([CH:10]=1)[C:7]([OH:9])=O.Cl.[CH3:14]NOC.C[Mg]Br. Given the product [Br:1][C:2]1[CH:10]=[C:6]([C:7](=[O:9])[CH3:14])[CH:5]=[N:4][C:3]=1[O:11][CH3:12], predict the reactants needed to synthesize it. (4) Given the product [CH3:1][O:2][C:3]1[CH:4]=[N:5][C:6]2[C:11]([CH:12]=1)=[CH:10][C:9]([C:13]([C:14]1[N:19]3[N:20]=[C:21]([C:24]4[CH:29]=[CH:28][CH:27]=[CH:26][CH:25]=4)[CH:22]=[CH:23][C:18]3=[N:17][N:16]=1)([CH3:31])[CH3:30])=[CH:8][CH:7]=2, predict the reactants needed to synthesize it. The reactants are: [CH3:1][O:2][C:3]1[CH:4]=[N:5][C:6]2[C:11]([CH:12]=1)=[CH:10][C:9]([C:13]([CH3:31])([CH3:30])[C:14]([NH:16][NH:17][C:18]1[N:19]=[N:20][C:21]([C:24]3[CH:29]=[CH:28][CH:27]=[CH:26][CH:25]=3)=[CH:22][CH:23]=1)=O)=[CH:8][CH:7]=2. (5) Given the product [C:1]([O:5][C:6]([N:8]1[C:16]2[C:11](=[CH:12][C:13]([O:17][CH2:18][C:19]3[CH:20]=[CH:21][CH:22]=[CH:23][CH:24]=3)=[CH:14][CH:15]=2)[C:10]([C:25]2[N:26]([C:35]([O:37][C:38]([CH3:41])([CH3:40])[CH3:39])=[O:36])[C:27]3[C:32]([CH:33]=2)=[CH:31][C:30]([O:34][CH2:50][CH2:49][Br:48])=[CH:29][CH:28]=3)=[N:9]1)=[O:7])([CH3:4])([CH3:3])[CH3:2], predict the reactants needed to synthesize it. The reactants are: [C:1]([O:5][C:6]([N:8]1[C:16]2[C:11](=[CH:12][C:13]([O:17][CH2:18][C:19]3[CH:24]=[CH:23][CH:22]=[CH:21][CH:20]=3)=[CH:14][CH:15]=2)[C:10]([C:25]2[N:26]([C:35]([O:37][C:38]([CH3:41])([CH3:40])[CH3:39])=[O:36])[C:27]3[C:32]([CH:33]=2)=[CH:31][C:30]([OH:34])=[CH:29][CH:28]=3)=[N:9]1)=[O:7])([CH3:4])([CH3:3])[CH3:2].C(=O)([O-])[O-].[Cs+].[Cs+].[Br:48][CH2:49][CH2:50]Br. (6) Given the product [CH3:1][O:2][C:3]([C:5]12[CH2:12][CH2:11][C:8]([C:13]3[NH:14][C:15]4[C:16](=[O:29])[N:17]([CH2:26][CH2:27][CH3:28])[C:18](=[O:25])[N:19]([CH2:22][CH2:23][CH3:24])[C:20]=4[N:21]=3)([CH2:9][CH2:10]1)[CH2:7][CH2:6]2)=[O:4], predict the reactants needed to synthesize it. The reactants are: [CH3:1][O:2][C:3]([C:5]12[CH2:12][CH2:11][C:8]([C:13](=O)[NH:14][C:15]3[C:16](=[O:29])[N:17]([CH2:26][CH2:27][CH3:28])[C:18](=[O:25])[N:19]([CH2:22][CH2:23][CH3:24])[C:20]=3[NH2:21])([CH2:9][CH2:10]1)[CH2:7][CH2:6]2)=[O:4].[OH-].[K+]. (7) Given the product [C:1]([O:9][CH2:10][CH2:11][CH2:12][N:13]1[C:21]2[C:16](=[CH:17][C:18]([CH2:24][CH:25]([NH2:27])[CH3:26])=[CH:19][C:20]=2[C:22]#[N:23])[CH2:15][CH2:14]1)(=[O:8])[C:2]1[CH:3]=[CH:4][CH:5]=[CH:6][CH:7]=1, predict the reactants needed to synthesize it. The reactants are: [C:1]([O:9][CH2:10][CH2:11][CH2:12][N:13]1[C:21]2[C:16](=[CH:17][C:18]([CH2:24][CH:25]([N+:27]([O-])=O)[CH3:26])=[CH:19][C:20]=2[C:22]#[N:23])[CH2:15][CH2:14]1)(=[O:8])[C:2]1[CH:7]=[CH:6][CH:5]=[CH:4][CH:3]=1.[H][H]. (8) Given the product [Cl:1][C:2]1[CH:3]=[C:4]2[C:12](=[C:13]([NH:15][C:16]([C@@H:18]3[CH2:19][O:20][C:21]([CH3:28])([CH3:29])[CH2:22][N:23]3[CH2:24][C:25](=[O:27])[NH:30][CH2:31][C:32]3[CH:37]=[CH:36][N:35]=[CH:34][CH:33]=3)=[O:17])[CH:14]=1)[NH:11][C:10]1[CH:9]=[N:8][CH:7]=[CH:6][C:5]2=1, predict the reactants needed to synthesize it. The reactants are: [Cl:1][C:2]1[CH:3]=[C:4]2[C:12](=[C:13]([NH:15][C:16]([C@H:18]3[N:23]([CH2:24][C:25]([OH:27])=O)[CH2:22][C:21]([CH3:29])([CH3:28])[O:20][CH2:19]3)=[O:17])[CH:14]=1)[NH:11][C:10]1[CH:9]=[N:8][CH:7]=[CH:6][C:5]2=1.[NH2:30][CH2:31][C:32]1[CH:37]=[CH:36][N:35]=[CH:34][CH:33]=1. (9) Given the product [CH3:1][N:2]([CH3:3])[C:4]1[CH:11]=[CH:10][CH:9]=[CH:8][C:5]=1/[CH:6]=[C:18]1/[C:16](=[O:17])[N:15]=[C:13]([N:19]2[CH2:24][CH2:23][CH2:22][CH2:21][CH2:20]2)[S:12]/1, predict the reactants needed to synthesize it. The reactants are: [CH3:1][N:2]([C:4]1[CH:11]=[CH:10][CH:9]=[CH:8][C:5]=1[CH:6]=O)[CH3:3].[S:12]1[CH2:18][C:16](=[O:17])[NH:15][C:13]1=S.[NH:19]1[CH2:24][CH2:23][CH2:22][CH2:21][CH2:20]1.